Dataset: Full USPTO retrosynthesis dataset with 1.9M reactions from patents (1976-2016). Task: Predict the reactants needed to synthesize the given product. (1) Given the product [CH:21]1([C:20]2[C:6]3[C:5]([C:3]([OH:4])=[O:2])=[CH:10][C:9]([C:11]4[CH:16]=[CH:15][C:14]([OH:17])=[CH:13][CH:12]=4)=[N:8][C:7]=3[N:18]([CH:24]3[CH2:29][CH2:28][CH2:27][CH2:26][O:25]3)[N:19]=2)[CH2:22][CH2:23]1, predict the reactants needed to synthesize it. The reactants are: C[O:2][C:3]([C:5]1[C:6]2[C:20]([CH:21]3[CH2:23][CH2:22]3)=[N:19][N:18]([CH:24]3[CH2:29][CH2:28][CH2:27][CH2:26][O:25]3)[C:7]=2[N:8]=[C:9]([C:11]2[CH:16]=[CH:15][C:14]([OH:17])=[CH:13][CH:12]=2)[CH:10]=1)=[O:4].[OH-].[Na+].C(O)(=O)C. (2) Given the product [Br:1][C:2]1[CH:7]=[CH:6][C:5]([O:8][CH2:22][O:23][CH3:24])=[C:4]([N:9]([CH3:11])[CH3:10])[CH:3]=1, predict the reactants needed to synthesize it. The reactants are: [Br:1][C:2]1[CH:7]=[CH:6][C:5]([OH:8])=[C:4]([N:9]([CH3:11])[CH3:10])[CH:3]=1.C(N(C(C)C)C(C)C)C.Cl[CH2:22][O:23][CH3:24].O. (3) The reactants are: [N:1]1([C:7]2[CH:16]=[CH:15][CH:14]=[C:13]3[C:8]=2[C:9]([NH2:18])=[N:10][C:11]([NH2:17])=[N:12]3)[CH2:6][CH2:5][NH:4][CH2:3][CH2:2]1.[F:19][C:20]1[CH:27]=[C:26]([F:28])[CH:25]=[CH:24][C:21]=1[CH2:22]Br. Given the product [F:19][C:20]1[CH:27]=[C:26]([F:28])[CH:25]=[CH:24][C:21]=1[CH2:22][N:4]1[CH2:5][CH2:6][N:1]([C:7]2[CH:16]=[CH:15][CH:14]=[C:13]3[C:8]=2[C:9]([NH2:18])=[N:10][C:11]([NH2:17])=[N:12]3)[CH2:2][CH2:3]1, predict the reactants needed to synthesize it. (4) Given the product [F:15][C:12]1[CH:13]=[CH:14][C:9]2[NH:8][CH2:4][C:5](=[O:6])[NH:17][CH2:16][C:10]=2[CH:11]=1, predict the reactants needed to synthesize it. The reactants are: Cl.C([CH:4]([NH:8][C:9]1[CH:14]=[CH:13][C:12]([F:15])=[CH:11][C:10]=1[CH2:16][NH2:17])[C:5](O)=[O:6])C.[O-]CC.[Na+]. (5) Given the product [CH3:1][O:2][C:3]1[CH:8]=[CH:7][CH:6]=[C:5]([C:9]([CH3:13])([CH3:12])[CH2:10][O:11][CH2:15][O:16][CH3:17])[CH:4]=1, predict the reactants needed to synthesize it. The reactants are: [CH3:1][O:2][C:3]1[CH:4]=[C:5]([C:9]([CH3:13])([CH3:12])[CH2:10][OH:11])[CH:6]=[CH:7][CH:8]=1.Cl[CH2:15][O:16][CH3:17]. (6) Given the product [NH2:14][C:12]1[CH:11]=[CH:10][C:9]([F:17])=[C:8]([C:4]2[C:3]([C:18]#[N:19])=[C:2]([F:1])[CH:7]=[CH:6][CH:5]=2)[CH:13]=1, predict the reactants needed to synthesize it. The reactants are: [F:1][C:2]1[CH:7]=[CH:6][CH:5]=[C:4]([C:8]2[CH:13]=[C:12]([N+:14]([O-])=O)[CH:11]=[CH:10][C:9]=2[F:17])[C:3]=1[C:18]#[N:19].O.O.[Sn](Cl)Cl.